This data is from Forward reaction prediction with 1.9M reactions from USPTO patents (1976-2016). The task is: Predict the product of the given reaction. (1) The product is: [N+:14]([C:17]1[CH:18]=[CH:19][C:20]([C:23]2[NH:24][N:25]=[C:6]([C:7]([F:8])([F:9])[F:10])[N:26]=2)=[CH:21][CH:22]=1)([O-:16])=[O:15]. Given the reactants [F:8][C:7]([F:10])([F:9])[C:6](O[C:6](=O)[C:7]([F:10])([F:9])[F:8])=O.[N+:14]([C:17]1[CH:22]=[CH:21][C:20]([C:23](=[NH:26])[NH:24][NH2:25])=[CH:19][CH:18]=1)([O-:16])=[O:15].C(#N)C, predict the reaction product. (2) Given the reactants N#N.[C:3]([C:6]1[CH:7]=[C:8]([CH:18]=[CH:19][CH:20]=1)[CH2:9][C:10]1[O:11][CH:12]=[C:13]([C:15](Cl)=[O:16])[N:14]=1)(=[O:5])[CH3:4].[N-:21]=[N+:22]=[N-:23].[Na+], predict the reaction product. The product is: [C:3]([C:6]1[CH:7]=[C:8]([CH:18]=[CH:19][CH:20]=1)[CH2:9][C:10]1[O:11][CH:12]=[C:13]([C:15]([N:21]=[N+:22]=[N-:23])=[O:16])[N:14]=1)(=[O:5])[CH3:4]. (3) Given the reactants [Cl:1][C:2]1[C:3]([O:12][C:13]2[CH:18]=[C:17]([O:19][CH2:20][CH2:21][O:22][CH3:23])[CH:16]=[CH:15][C:14]=2[CH2:24][CH2:25][CH2:26][OH:27])=[N:4][CH:5]=[C:6]([C:8]([F:11])([F:10])[F:9])[CH:7]=1.C(N(CC)C(C)C)(C)C.[C:37]1([S:43]([N:46]=[C:47]=[O:48])(=[O:45])=[O:44])[CH:42]=[CH:41][CH:40]=[CH:39][CH:38]=1.C(OC(=O)C)(=O)C.Cl, predict the reaction product. The product is: [C:37]1([S:43]([NH:46][C:47](=[O:48])[O:27][CH2:26][CH2:25][CH2:24][C:14]2[CH:15]=[CH:16][C:17]([O:19][CH2:20][CH2:21][O:22][CH3:23])=[CH:18][C:13]=2[O:12][C:3]2[C:2]([Cl:1])=[CH:7][C:6]([C:8]([F:9])([F:11])[F:10])=[CH:5][N:4]=2)(=[O:44])=[O:45])[CH:38]=[CH:39][CH:40]=[CH:41][CH:42]=1. (4) Given the reactants [Cl:1][C:2]1[CH:10]=[CH:9][C:5]([C:6]([OH:8])=O)=[CH:4][C:3]=1[O:11][C:12]1[C:13]([NH:27][C:28]2[S:29][CH:30]=[C:31]([CH3:33])[N:32]=2)=[N:14][CH:15]=[C:16]([S:18][CH:19]([C:21]2[CH:26]=[CH:25][CH:24]=[CH:23][N:22]=2)[CH3:20])[CH:17]=1.C(OC([Cl:39])=O)C.[CH3:40][N:41]([CH3:45])[CH2:42][CH2:43][NH2:44].[OH-].[Na+].[ClH:48], predict the reaction product. The product is: [ClH:1].[ClH:39].[ClH:48].[Cl:1][C:2]1[CH:10]=[CH:9][C:5]([C:6]([NH:44][CH2:43][CH2:42][N:41]([CH3:45])[CH3:40])=[O:8])=[CH:4][C:3]=1[O:11][C:12]1[C:13]([NH:27][C:28]2[S:29][CH:30]=[C:31]([CH3:33])[N:32]=2)=[N:14][CH:15]=[C:16]([S:18][CH:19]([C:21]2[CH:26]=[CH:25][CH:24]=[CH:23][N:22]=2)[CH3:20])[CH:17]=1. (5) The product is: [CH3:28][N:29]([CH2:30][CH2:31][CH3:32])[C:23]([N:16]1[CH2:17][CH2:18][C:11]2([C:10](=[O:19])[N:9]([C:6]3[CH:5]=[CH:4][C:3]([CH2:1][CH3:2])=[CH:8][CH:7]=3)[CH2:13][CH2:12]2)[CH2:14][CH2:15]1)=[O:22]. Given the reactants [CH2:1]([C:3]1[CH:8]=[CH:7][C:6]([N:9]2[CH2:13][CH2:12][C:11]3([CH2:18][CH2:17][NH:16][CH2:15][CH2:14]3)[C:10]2=[O:19])=[CH:5][CH:4]=1)[CH3:2].O=C(Cl)[O:22][C:23](Cl)(Cl)Cl.[CH3:28][NH:29][CH2:30][CH2:31][CH3:32], predict the reaction product. (6) Given the reactants [CH2:1]([O:3][C:4](=[O:10])[CH2:5][C:6](=[O:9])[CH2:7][CH3:8])[CH3:2].C(O)C=C, predict the reaction product. The product is: [CH2:1]([O:3][C:4](=[O:10])[CH2:5][C@H:6]([OH:9])[CH2:7][CH3:8])[CH3:2]. (7) Given the reactants [C:1]([NH:6][NH2:7])(=O)[CH2:2][CH2:3][CH3:4].C([O-])(=O)C.[NH4+].[Br:13][C:14]1[CH:15]=[C:16]([C:20](SC)=[NH:21])[CH:17]=[CH:18][CH:19]=1, predict the reaction product. The product is: [Br:13][C:14]1[CH:15]=[C:16]([C:20]2[N:21]=[C:1]([CH2:2][CH2:3][CH3:4])[NH:6][N:7]=2)[CH:17]=[CH:18][CH:19]=1. (8) Given the reactants O.Cl.[NH2:3][C@H:4]([C:7]([OH:9])=[O:8])[CH2:5][SH:6].C([O-])(=O)C.[K+].CO.[CH3:17][O:18][C:19](=[O:28])[C:20]1[CH:25]=[CH:24][C:23]([CH:26]=O)=[CH:22][CH:21]=1, predict the reaction product. The product is: [CH3:17][O:18][C:19]([C:20]1[CH:25]=[CH:24][C:23]([C@@H:26]2[NH:3][CH:4]([C:7]([OH:9])=[O:8])[CH2:5][S:6]2)=[CH:22][CH:21]=1)=[O:28]. (9) The product is: [Br:12][C:13]1[CH:18]=[CH:17][C:16]([O:10][CH2:9][CH:5]2[CH2:6][CH2:7][CH2:8][CH2:3][CH2:4]2)=[CH:15][C:14]=1[CH3:20]. Given the reactants CN(C)[C:3]1[CH:4]=[C:5]([CH2:9][OH:10])[CH:6]=[CH:7][CH:8]=1.[Br:12][C:13]1[CH:18]=[CH:17][C:16](O)=[CH:15][C:14]=1[CH3:20].CC1(C)C(C)(C)OB(C2C=NNC=2)O1, predict the reaction product.